From a dataset of NCI-60 drug combinations with 297,098 pairs across 59 cell lines. Regression. Given two drug SMILES strings and cell line genomic features, predict the synergy score measuring deviation from expected non-interaction effect. (1) Synergy scores: CSS=0.770, Synergy_ZIP=-2.97, Synergy_Bliss=-0.139, Synergy_Loewe=-3.13, Synergy_HSA=-2.20. Cell line: SW-620. Drug 1: CS(=O)(=O)CCNCC1=CC=C(O1)C2=CC3=C(C=C2)N=CN=C3NC4=CC(=C(C=C4)OCC5=CC(=CC=C5)F)Cl. Drug 2: CN(C(=O)NC(C=O)C(C(C(CO)O)O)O)N=O. (2) Drug 1: CC1CCC2CC(C(=CC=CC=CC(CC(C(=O)C(C(C(=CC(C(=O)CC(OC(=O)C3CCCCN3C(=O)C(=O)C1(O2)O)C(C)CC4CCC(C(C4)OC)OCCO)C)C)O)OC)C)C)C)OC. Drug 2: CC1=C(N=C(N=C1N)C(CC(=O)N)NCC(C(=O)N)N)C(=O)NC(C(C2=CN=CN2)OC3C(C(C(C(O3)CO)O)O)OC4C(C(C(C(O4)CO)O)OC(=O)N)O)C(=O)NC(C)C(C(C)C(=O)NC(C(C)O)C(=O)NCCC5=NC(=CS5)C6=NC(=CS6)C(=O)NCCC[S+](C)C)O. Cell line: OVCAR-8. Synergy scores: CSS=42.4, Synergy_ZIP=-10.7, Synergy_Bliss=-1.95, Synergy_Loewe=1.12, Synergy_HSA=1.60. (3) Drug 1: COC1=CC(=CC(=C1O)OC)C2C3C(COC3=O)C(C4=CC5=C(C=C24)OCO5)OC6C(C(C7C(O6)COC(O7)C8=CC=CS8)O)O. Drug 2: CC(C)NC(=O)C1=CC=C(C=C1)CNNC.Cl. Cell line: UACC-257. Synergy scores: CSS=5.60, Synergy_ZIP=-2.04, Synergy_Bliss=-1.14, Synergy_Loewe=-42.5, Synergy_HSA=-5.02. (4) Drug 1: C1CC(=O)NC(=O)C1N2CC3=C(C2=O)C=CC=C3N. Drug 2: CS(=O)(=O)OCCCCOS(=O)(=O)C. Cell line: SF-295. Synergy scores: CSS=17.1, Synergy_ZIP=-4.30, Synergy_Bliss=1.04, Synergy_Loewe=2.72, Synergy_HSA=3.42. (5) Drug 1: C1=C(C(=O)NC(=O)N1)N(CCCl)CCCl. Drug 2: CC=C1C(=O)NC(C(=O)OC2CC(=O)NC(C(=O)NC(CSSCCC=C2)C(=O)N1)C(C)C)C(C)C. Cell line: OVCAR3. Synergy scores: CSS=54.7, Synergy_ZIP=-4.48, Synergy_Bliss=-0.108, Synergy_Loewe=-13.8, Synergy_HSA=1.58. (6) Drug 1: C1=CC(=CC=C1CC(C(=O)O)N)N(CCCl)CCCl.Cl. Drug 2: C1CNP(=O)(OC1)N(CCCl)CCCl. Cell line: SW-620. Synergy scores: CSS=23.8, Synergy_ZIP=-5.00, Synergy_Bliss=0.863, Synergy_Loewe=-18.3, Synergy_HSA=-1.85. (7) Drug 2: CN(C(=O)NC(C=O)C(C(C(CO)O)O)O)N=O. Synergy scores: CSS=-5.18, Synergy_ZIP=2.06, Synergy_Bliss=-0.698, Synergy_Loewe=-1.97, Synergy_HSA=-5.05. Drug 1: C(=O)(N)NO. Cell line: TK-10.